From a dataset of Reaction yield outcomes from USPTO patents with 853,638 reactions. Predict the reaction yield, written as a fraction of the theoretical maximum amount of product (1.0 means a 100% yield; for example, 0.34 means a 34% yield). (1) The product is [C:11]([NH:10][C@H:8]1[CH2:9][N:5]([C:3](=[O:4])[CH2:2][N:25]([CH3:24])[CH3:22])[C@H:6]([C:19]([OH:21])=[O:20])[CH2:7]1)(=[O:18])[C:12]1[CH:17]=[CH:16][CH:15]=[CH:14][CH:13]=1. The yield is 0.310. The reactants are N[CH2:2][C:3]([N:5]1[CH2:9][C@H:8]([NH:10][C:11](=[O:18])[C:12]2[CH:17]=[CH:16][CH:15]=[CH:14][CH:13]=2)[CH2:7][C@H:6]1[C:19]([OH:21])=[O:20])=[O:4].[CH2:22]=O.[C:24]([BH3-])#[N:25].[Na+]. The catalyst is CO. (2) The reactants are [CH3:1][O:2][C:3](=[O:23])[C:4]1[CH:9]=[C:8]([C:10]2[CH:15]=[CH:14][CH:13]=[CH:12][CH:11]=2)[C:7]([OH:16])=[C:6]([C:17]2[CH:22]=[CH:21][CH:20]=[CH:19][CH:18]=2)[CH:5]=1.Br[CH2:25][C:26]([O:28][C:29]([CH3:32])([CH3:31])[CH3:30])=[O:27].C([O-])([O-])=O.[K+].[K+]. The catalyst is C(#N)C. The product is [C:29]([O:28][C:26](=[O:27])[CH2:25][O:16][C:7]1[C:6]([C:17]2[CH:22]=[CH:21][CH:20]=[CH:19][CH:18]=2)=[CH:5][C:4]([C:3]([O:2][CH3:1])=[O:23])=[CH:9][C:8]=1[C:10]1[CH:15]=[CH:14][CH:13]=[CH:12][CH:11]=1)([CH3:32])([CH3:31])[CH3:30]. The yield is 0.960. (3) The reactants are [CH3:1][Si:2](Cl)([CH3:4])[CH3:3].[CH3:10][Si:9]([CH3:12])([CH3:11])N[Si:9]([CH3:12])([CH3:11])[CH3:10].[CH3:15][CH2:16][CH2:17][C@H:18]1[CH2:22][N:21]([CH3:23])[C@H:20]([C:24]([NH:26][C@H:27]([C@H:39]([OH:41])[CH3:40])[C@H:28]2[O:33][C@H:32]([S:34][CH3:35])[C@H:31]([OH:36])[C@@H:30]([OH:37])[C@H:29]2[OH:38])=[O:25])[CH2:19]1. The catalyst is N1C=CC=CC=1. The product is [CH3:15][CH2:16][CH2:17][C@H:18]1[CH2:22][N:21]([CH3:23])[C@H:20]([C:24]([NH:26][C@H:27]([C@H:39]([OH:41])[CH3:40])[C@H:28]2[O:33][C@H:32]([S:34][CH3:35])[C@H:31]([O:36][Si:2]([CH3:4])([CH3:3])[CH3:1])[C@@H:30]([O:37][Si:2]([CH3:4])([CH3:3])[CH3:1])[C@H:29]2[O:38][Si:9]([CH3:10])([CH3:11])[CH3:12])=[O:25])[CH2:19]1. The yield is 0.910. (4) The reactants are [Cl:1][C:2]1[CH:11]=[C:10]([CH3:12])[C:9]([N:13]2[CH:17]=[CH:16][CH:15]=[N:14]2)=[CH:8][C:3]=1[C:4](OC)=[O:5].CO.[NH3:20]. No catalyst specified. The product is [Cl:1][C:2]1[CH:11]=[C:10]([CH3:12])[C:9]([N:13]2[CH:17]=[CH:16][CH:15]=[N:14]2)=[CH:8][C:3]=1[C:4]([NH2:20])=[O:5]. The yield is 0.820. (5) The catalyst is CN(C=O)C.CCOC(C)=O. The reactants are [CH3:1][C:2]1([CH2:9][C:10]([O:12][C:13]([CH3:16])([CH3:15])[CH3:14])=[O:11])[C:6](=[O:7])[NH:5][C:4](=[O:8])[NH:3]1.C(=O)([O-])[O-].[K+].[K+].FC(F)(F)S(O[CH2:29][C:30]([F:33])([F:32])[F:31])(=O)=O. The product is [CH3:1][C:2]1([CH2:9][C:10]([O:12][C:13]([CH3:16])([CH3:15])[CH3:14])=[O:11])[C:6](=[O:7])[N:5]([CH2:29][C:30]([F:33])([F:32])[F:31])[C:4](=[O:8])[NH:3]1. The yield is 0.750. (6) The reactants are Br[CH:2]1[C:7](=O)[CH2:6][CH2:5][N:4]([C:9]([O:11][CH2:12][C:13]2[CH:18]=[CH:17][CH:16]=[CH:15][CH:14]=2)=[O:10])[CH2:3]1.[CH3:19][O:20][C:21]1[CH:29]=[CH:28][C:24]([C:25]([NH2:27])=[S:26])=[CH:23][CH:22]=1. The catalyst is C(O)C. The product is [CH2:12]([O:11][C:9]([N:4]1[CH2:5][CH2:6][C:7]2[N:27]=[C:25]([C:24]3[CH:28]=[CH:29][C:21]([O:20][CH3:19])=[CH:22][CH:23]=3)[S:26][C:2]=2[CH2:3]1)=[O:10])[C:13]1[CH:18]=[CH:17][CH:16]=[CH:15][CH:14]=1. The yield is 0.490. (7) The reactants are [Cl:1][C:2]1[CH:7]=[CH:6][C:5]([CH:8](O)[C:9]2[C:10]([C:27]([O:29][CH2:30][CH3:31])=[O:28])=[N:11][N:12]([C:17]3[C:18]([O:25][CH3:26])=[N:19][C:20]([O:23][CH3:24])=[N:21][CH:22]=3)[C:13]=2[CH:14]([CH3:16])[CH3:15])=[C:4]([F:33])[CH:3]=1.CS(OS(C)(=O)=O)(=O)=O.[NH2:43][C:44]1[CH:45]=[C:46]([Cl:52])[C:47](=[O:51])[N:48]([CH3:50])[CH:49]=1. The catalyst is C(Cl)Cl. The product is [Cl:52][C:46]1[C:47](=[O:51])[N:48]([CH3:50])[CH:49]=[C:44]([NH:43][CH:8]([C:5]2[CH:6]=[CH:7][C:2]([Cl:1])=[CH:3][C:4]=2[F:33])[C:9]2[C:10]([C:27]([O:29][CH2:30][CH3:31])=[O:28])=[N:11][N:12]([C:17]3[C:18]([O:25][CH3:26])=[N:19][C:20]([O:23][CH3:24])=[N:21][CH:22]=3)[C:13]=2[CH:14]([CH3:16])[CH3:15])[CH:45]=1. The yield is 0.800. (8) The reactants are [Cl:1][C:2]1[CH:7]=[CH:6][CH:5]=[CH:4][C:3]=1[C:8]1[C:9]([C:21]([OH:23])=O)=[CH:10][N:11]([C:13]2[C:18]([Cl:19])=[CH:17][N:16]=[C:15]([Cl:20])[CH:14]=2)[CH:12]=1.N.C[N:26](C(ON1N=NC2C=CC=CC1=2)=[N+](C)C)C.[B-](F)(F)(F)F.CCN(C(C)C)C(C)C. The catalyst is C(Cl)Cl.O. The product is [Cl:1][C:2]1[CH:7]=[CH:6][CH:5]=[CH:4][C:3]=1[C:8]1[C:9]([C:21]([NH2:26])=[O:23])=[CH:10][N:11]([C:13]2[C:18]([Cl:19])=[CH:17][N:16]=[C:15]([Cl:20])[CH:14]=2)[CH:12]=1. The yield is 0.340. (9) The yield is 0.940. The catalyst is O1CCCC1. The product is [ClH:11].[S:1]1[CH:5]=[CH:4][C:3]([CH2:6][CH2:7][NH2:8])=[CH:2]1. The reactants are [S:1]1[CH:5]=[CH:4][C:3]([CH2:6][C:7]#[N:8])=[CH:2]1.CO.[ClH:11].